Predict the reactants needed to synthesize the given product. From a dataset of Full USPTO retrosynthesis dataset with 1.9M reactions from patents (1976-2016). (1) Given the product [F:18][C:19]1[C:20]([C:44]2[CH:45]=[CH:46][C:47]([N:50]3[N:54]=[CH:53][CH:52]=[N:51]3)=[CH:48][CH:49]=2)=[CH:21][C:22](=[O:43])[N:23]([CH2:25][CH2:26][C@@:27]([CH3:42])([S:38]([CH3:41])(=[O:40])=[O:39])[C:28]([NH:30][OH:31])=[O:29])[CH:24]=1, predict the reactants needed to synthesize it. The reactants are: C1(C)C=CC(S([O-])(=O)=O)=CC=1.[NH+]1C=CC=CC=1.[F:18][C:19]1[C:20]([C:44]2[CH:49]=[CH:48][C:47]([N:50]3[N:54]=[CH:53][CH:52]=[N:51]3)=[CH:46][CH:45]=2)=[CH:21][C:22](=[O:43])[N:23]([CH2:25][CH2:26][C@@:27]([CH3:42])([S:38]([CH3:41])(=[O:40])=[O:39])[C:28]([NH:30][O:31]C2CCCCO2)=[O:29])[CH:24]=1. (2) Given the product [Cl:8][C:9]1[C:14]([O:7][CH2:6][C:2]2[O:1][CH:5]=[CH:4][CH:3]=2)=[N:13][CH:12]=[CH:11][N:10]=1, predict the reactants needed to synthesize it. The reactants are: [O:1]1[CH:5]=[CH:4][CH:3]=[C:2]1[CH2:6][OH:7].[Cl:8][C:9]1[C:14](Cl)=[N:13][CH:12]=[CH:11][N:10]=1. (3) Given the product [C:17]1([O:6][C:5](=[O:7])[C:4]2[C:8]([OH:15])=[C:9]([C:11]([CH3:12])([CH3:13])[CH3:14])[CH:10]=[C:2]([Br:1])[C:3]=2[CH3:16])[CH:22]=[CH:21][CH:20]=[CH:19][CH:18]=1, predict the reactants needed to synthesize it. The reactants are: [Br:1][C:2]1[C:3]([CH3:16])=[C:4]([C:8]([OH:15])=[C:9]([C:11]([CH3:14])([CH3:13])[CH3:12])[CH:10]=1)[C:5]([OH:7])=[O:6].[C:17]1(O)[CH:22]=[CH:21][CH:20]=[CH:19][CH:18]=1.P(Cl)(Cl)(Cl)=O. (4) Given the product [CH3:1][O:2][C:3](=[O:12])[CH2:4][C:5]1[C:9]([CH3:10])=[N:8][N:7]([CH2:20][C:19]2[CH:22]=[CH:23][C:16]([N+:13]([O-:15])=[O:14])=[CH:17][CH:18]=2)[C:6]=1[CH3:11], predict the reactants needed to synthesize it. The reactants are: [CH3:1][O:2][C:3](=[O:12])[CH2:4][C:5]1[C:6]([CH3:11])=[N:7][NH:8][C:9]=1[CH3:10].[N+:13]([C:16]1[CH:23]=[CH:22][C:19]([CH2:20]Br)=[CH:18][CH:17]=1)([O-:15])=[O:14].C([O-])([O-])=O.[K+].[K+].O. (5) Given the product [Cl:1][C:2]1[CH:3]=[C:4]2[C:8](=[CH:9][CH:10]=1)[NH:7][C:6](=[O:11])[C:5]2([C:14]1[CH:19]=[CH:18][CH:17]=[CH:16][C:15]=1[F:20])[OH:12], predict the reactants needed to synthesize it. The reactants are: [Cl:1][C:2]1[CH:3]=[C:4]2[C:8](=[CH:9][CH:10]=1)[NH:7][C:6](=[O:11])[C:5]2=[O:12].Br[C:14]1[CH:19]=[CH:18][CH:17]=[CH:16][C:15]=1[F:20]. (6) Given the product [Cl:30][C:19]1[CH:20]=[C:21]([C:22]2[C:27]([CH3:28])=[CH:26][CH:25]=[CH:24][C:23]=2[CH3:29])[C:15]2[O:14][CH:13]([CH2:12][NH:32][CH3:31])[CH2:17][C:16]=2[CH:18]=1, predict the reactants needed to synthesize it. The reactants are: CC1C=CC(S(O[CH2:12][CH:13]2[CH2:17][C:16]3[CH:18]=[C:19]([Cl:30])[CH:20]=[C:21]([C:22]4[C:27]([CH3:28])=[CH:26][CH:25]=[CH:24][C:23]=4[CH3:29])[C:15]=3[O:14]2)(=O)=O)=CC=1.[CH3:31][NH2:32]. (7) Given the product [NH2:13][C:10]1[C:9]2[CH:14]=[C:5]([C:3]([OH:4])([CH2:15][CH3:16])[CH2:19][CH3:20])[CH:6]=[CH:7][C:8]=2[O:12][N:11]=1, predict the reactants needed to synthesize it. The reactants are: CO[C:3]([C:5]1[CH:6]=[CH:7][C:8]2[O:12][N:11]=[C:10]([NH2:13])[C:9]=2[CH:14]=1)=[O:4].[CH2:15]([Mg]Br)[CH3:16].[CH2:19]1COC[CH2:20]1. (8) Given the product [Cl:40][C:25]1[CH:24]=[CH:23][C:22]([S:1][CH2:66][CH2:67][C:68]([O:70][CH3:71])=[O:69])=[C:27]([NH:28][S:29]([C:32]2[CH:37]=[CH:36][C:35]([Cl:38])=[CH:34][C:33]=2[F:39])(=[O:30])=[O:31])[CH:26]=1, predict the reactants needed to synthesize it. The reactants are: [S:1]([C:22]1[C:27]([NH:28][S:29]([C:32]2[CH:37]=[CH:36][C:35]([Cl:38])=[CH:34][C:33]=2[F:39])(=[O:31])=[O:30])=[CH:26][C:25]([Cl:40])=[CH:24][CH:23]=1)[S:1][C:22]1[C:27]([NH:28][S:29]([C:32]2[CH:37]=[CH:36][C:35]([Cl:38])=[CH:34][C:33]=2[F:39])(=[O:30])=[O:31])=[CH:26][C:25]([Cl:40])=[CH:24][CH:23]=1.C([O-])(O)=O.[Na+].C1(P(C2C=CC=CC=2)C2C=CC=CC=2)C=CC=CC=1.Br[CH2:66][CH2:67][C:68]([O:70][CH3:71])=[O:69].